This data is from Full USPTO retrosynthesis dataset with 1.9M reactions from patents (1976-2016). The task is: Predict the reactants needed to synthesize the given product. (1) Given the product [Br:1][C:2]1[N:7]=[C:6]([O:8][CH3:9])[C:5]([CH:11]2[CH2:13][CH2:12]2)=[CH:4][CH:3]=1, predict the reactants needed to synthesize it. The reactants are: [Br:1][C:2]1[N:7]=[C:6]([O:8][CH3:9])[C:5](I)=[CH:4][CH:3]=1.[CH:11]1(B(O)O)[CH2:13][CH2:12]1.C(=O)([O-])[O-].[K+].[K+].C(OCC)(=O)C. (2) Given the product [F:1][C:2]([F:25])([C:18]1[CH:23]=[CH:22][C:21]([F:24])=[CH:20][N:19]=1)[C:3]1[N:12]=[C:11]([NH:55][C:52]2[CH:51]=[C:50]([CH3:49])[NH:54][N:53]=2)[C:10]2[C:5](=[C:6]([NH:15][CH:16]=[O:17])[CH:7]=[CH:8][CH:9]=2)[N:4]=1, predict the reactants needed to synthesize it. The reactants are: [F:1][C:2]([F:25])([C:18]1[CH:23]=[CH:22][C:21]([F:24])=[CH:20][N:19]=1)[C:3]1[N:12]=[C:11](SC)[C:10]2[C:5](=[C:6]([NH:15][CH:16]=[O:17])[CH:7]=[CH:8][CH:9]=2)[N:4]=1.ClC1C=CC=C(C(OO)=O)C=1.S([O-])([O-])(=O)=S.[Na+].[Na+].C(=O)(O)[O-].[Na+].[CH3:49][C:50]1[NH:54][N:53]=[C:52]([NH2:55])[CH:51]=1. (3) The reactants are: [Cl:1][C:2]1[CH:7]=[CH:6][C:5]([N:8]2[C:16]([C:17]3[CH:22]=[CH:21][C:20]([Cl:23])=[CH:19][C:18]=3[Cl:24])=[N:15][C:14]3[C:9]2=[N:10][CH:11]=[N:12][C:13]=3[OH:25])=[CH:4][CH:3]=1.Br[CH2:27][CH:28]1[CH2:32][CH2:31][CH2:30][O:29]1.C(=O)([O-])[O-].[Cs+].[Cs+]. Given the product [Cl:1][C:2]1[CH:3]=[CH:4][C:5]([N:8]2[C:16]([C:17]3[CH:22]=[CH:21][C:20]([Cl:23])=[CH:19][C:18]=3[Cl:24])=[N:15][C:14]3[C:9]2=[N:10][CH:11]=[N:12][C:13]=3[O:25][CH2:27][CH:28]2[CH2:32][CH2:31][CH2:30][O:29]2)=[CH:6][CH:7]=1, predict the reactants needed to synthesize it. (4) Given the product [Br:1][C:2]1[CH:3]=[C:4]2[C:10]([I:11])=[CH:9][N:8]([S:20]([C:17]3[CH:18]=[CH:19][C:14]([CH3:24])=[CH:15][CH:16]=3)(=[O:22])=[O:21])[C:5]2=[N:6][CH:7]=1, predict the reactants needed to synthesize it. The reactants are: [Br:1][C:2]1[CH:3]=[C:4]2[C:10]([I:11])=[CH:9][NH:8][C:5]2=[N:6][CH:7]=1.[H-].[Na+].[C:14]1([CH3:24])[CH:19]=[CH:18][C:17]([S:20](Cl)(=[O:22])=[O:21])=[CH:16][CH:15]=1.Cl. (5) Given the product [CH3:1][O:2][C:3]1[CH:4]=[C:5]([CH2:11][CH2:12][NH2:18])[CH:6]=[N:7][C:8]=1[O:9][CH3:10], predict the reactants needed to synthesize it. The reactants are: [CH3:1][O:2][C:3]1[CH:4]=[C:5]([CH2:11][CH:12]=O)[CH:6]=[N:7][C:8]=1[O:9][CH3:10].[BH4-].[Na+].C([N:18](CC)CC)C.C1(C)C=CC(S(Cl)(=O)=O)=CC=1.[N-]=[N+]=[N-].[Na+].C1(P(C2C=CC=CC=2)C2C=CC=CC=2)C=CC=CC=1.N=P(C1C=CC=CC=1)(C1C=CC=CC=1)C1C=CC=CC=1.O. (6) Given the product [C:14]([O:7][C:6](=[O:8])[C:5]1[CH:9]=[CH:10][C:2]([F:1])=[CH:3][C:4]=1[N+:11]([O-:13])=[O:12])([CH3:17])([CH3:16])[CH3:15], predict the reactants needed to synthesize it. The reactants are: [F:1][C:2]1[CH:10]=[CH:9][C:5]([C:6]([OH:8])=[O:7])=[C:4]([N+:11]([O-:13])=[O:12])[CH:3]=1.[C:14](OC(OC(O[C:14]([CH3:17])([CH3:16])[CH3:15])=O)=O)([CH3:17])([CH3:16])[CH3:15].